Dataset: Full USPTO retrosynthesis dataset with 1.9M reactions from patents (1976-2016). Task: Predict the reactants needed to synthesize the given product. Given the product [CH2:1]([CH:8]([C:9]([O:11][CH3:19])=[O:10])[C:12]([OH:14])=[O:13])[C:2]1[CH:7]=[CH:6][CH:5]=[CH:4][CH:3]=1, predict the reactants needed to synthesize it. The reactants are: [CH2:1]([CH:8]([C:12]([OH:14])=[O:13])[C:9]([OH:11])=[O:10])[C:2]1[CH:7]=[CH:6][CH:5]=[CH:4][CH:3]=1.S(Cl)(Cl)=O.[CH3:19]O.